Dataset: Catalyst prediction with 721,799 reactions and 888 catalyst types from USPTO. Task: Predict which catalyst facilitates the given reaction. (1) Reactant: [NH2:1][C:2]1[C:3]([C:16](OCC)=[O:17])=[N:4][C:5]([C:12]([F:15])([F:14])[F:13])=[C:6]([C:8]([F:11])([F:10])[F:9])[N:7]=1.O.[NH2:22][NH2:23].Cl. Product: [NH2:1][C:2]1[C:3]([C:16]([NH:22][NH2:23])=[O:17])=[N:4][C:5]([C:12]([F:14])([F:15])[F:13])=[C:6]([C:8]([F:11])([F:10])[F:9])[N:7]=1. The catalyst class is: 24. (2) Reactant: [NH2:1][CH2:2][CH2:3][CH2:4][CH2:5][CH2:6][CH2:7][N:8]1[CH2:13][CH2:12][CH:11]([C:14]2[CH:15]=[C:16]([NH:20][C:21](=[O:25])[CH:22]([CH3:24])[CH3:23])[CH:17]=[CH:18][CH:19]=2)[CH2:10][CH2:9]1.[Cl:26][C:27]1[CH:32]=[C:31]([Cl:33])[CH:30]=[CH:29][C:28]=1[N:34]=[C:35]=[O:36]. Product: [Cl:26][C:27]1[CH:32]=[C:31]([Cl:33])[CH:30]=[CH:29][C:28]=1[NH:34][C:35]([NH:1][CH2:2][CH2:3][CH2:4][CH2:5][CH2:6][CH2:7][N:8]1[CH2:13][CH2:12][CH:11]([C:14]2[CH:15]=[C:16]([NH:20][C:21](=[O:25])[CH:22]([CH3:23])[CH3:24])[CH:17]=[CH:18][CH:19]=2)[CH2:10][CH2:9]1)=[O:36]. The catalyst class is: 1. (3) The catalyst class is: 3. Reactant: [CH2:1]([O:3][C:4]1[CH:32]=[C:31]([F:33])[C:7]([CH2:8][N:9]2[C:13]3[CH2:14][CH2:15][CH2:16][C:12]=3[C:11]([C:17]3[N:22]=[C:21]([NH:23][C:24]4[CH:29]=[CH:28][N:27]=[CH:26][CH:25]=4)[C:20]([OH:30])=[CH:19][N:18]=3)=[N:10]2)=[C:6]([F:34])[CH:5]=1)[CH3:2].C(=O)([O-])[O-].[K+].[K+].Cl[CH2:42][CH2:43][N:44]([CH3:46])[CH3:45]. Product: [CH3:45][N:44]([CH3:46])[CH2:43][CH2:42][O:30][C:20]1[C:21]([NH:23][C:24]2[CH:25]=[CH:26][N:27]=[CH:28][CH:29]=2)=[N:22][C:17]([C:11]2[C:12]3[CH2:16][CH2:15][CH2:14][C:13]=3[N:9]([CH2:8][C:7]3[C:6]([F:34])=[CH:5][C:4]([O:3][CH2:1][CH3:2])=[CH:32][C:31]=3[F:33])[N:10]=2)=[N:18][CH:19]=1. (4) Reactant: C[O:2][C:3](=[O:28])[C:4]1[CH:9]=[CH:8][C:7]([S:10]([N:13]2[CH2:18][CH2:17][CH:16]([NH:19][C:20]([O:22][C:23]([CH3:26])([CH3:25])[CH3:24])=[O:21])[CH2:15][CH2:14]2)(=[O:12])=[O:11])=[CH:6][C:5]=1[F:27].O.[OH-].[Li+]. Product: [C:23]([O:22][C:20]([NH:19][CH:16]1[CH2:15][CH2:14][N:13]([S:10]([C:7]2[CH:8]=[CH:9][C:4]([C:3]([OH:28])=[O:2])=[C:5]([F:27])[CH:6]=2)(=[O:12])=[O:11])[CH2:18][CH2:17]1)=[O:21])([CH3:26])([CH3:24])[CH3:25]. The catalyst class is: 7. (5) Reactant: O[CH:2]([C:4]1[S:8][C:7]([C:9]([O:11][CH2:12][CH3:13])=[O:10])=[CH:6][CH:5]=1)[CH3:3].C1(P([N:28]=[N+:29]=[N-:30])(C2C=CC=CC=2)=O)C=CC=CC=1.N12CCCN=C1CCCCC2. Product: [N:28]([CH:2]([C:4]1[S:8][C:7]([C:9]([O:11][CH2:12][CH3:13])=[O:10])=[CH:6][CH:5]=1)[CH3:3])=[N+:29]=[N-:30]. The catalyst class is: 11. (6) Reactant: [NH2:1][C:2]1[CH:3]=[C:4]([CH:8]=[CH:9][C:10]=1[NH2:11])[C:5]([OH:7])=[O:6].[C:12](=S)=[S:13].[OH-].[K+]. Product: [SH:13][C:12]1[NH:11][C:10]2[CH:9]=[CH:8][C:4]([C:5]([OH:7])=[O:6])=[CH:3][C:2]=2[N:1]=1. The catalyst class is: 97. (7) Reactant: [NH2:1][C@@H:2]1[CH2:7][CH2:6][C@@H:5]([NH:8][C:9](=[O:18])[O:10][CH2:11][C:12]2[CH:17]=[CH:16][CH:15]=[CH:14][CH:13]=2)[C@H:4]([CH2:19][N:20]([CH2:24][CH2:25][CH2:26][C:27]2[CH:32]=[CH:31][C:30]([F:33])=[CH:29][CH:28]=2)[CH2:21][CH2:22][CH3:23])[CH2:3]1.CCN(CC)CC.[C:41](Cl)(=[O:46])[C:42]([CH3:45])([CH3:44])[CH3:43]. Product: [F:33][C:30]1[CH:29]=[CH:28][C:27]([CH2:26][CH2:25][CH2:24][N:20]([CH2:19][C@@H:4]2[CH2:3][C@H:2]([NH:1][C:41](=[O:46])[C:42]([CH3:45])([CH3:44])[CH3:43])[CH2:7][CH2:6][C@H:5]2[NH:8][C:9](=[O:18])[O:10][CH2:11][C:12]2[CH:17]=[CH:16][CH:15]=[CH:14][CH:13]=2)[CH2:21][CH2:22][CH3:23])=[CH:32][CH:31]=1. The catalyst class is: 2. (8) Reactant: [N-:1]=[N+:2]=[N-:3].[Na+].CS(O[C@H:10]1[CH2:15][CH2:14][N:13]([C:16]([O:18][C:19]([CH3:22])([CH3:21])[CH3:20])=[O:17])[C@@H:12]([C:23]([O:25][CH3:26])=[O:24])[CH2:11]1)(=O)=O.O. Product: [N:1]([C@@H:10]1[CH2:15][CH2:14][N:13]([C:16]([O:18][C:19]([CH3:20])([CH3:21])[CH3:22])=[O:17])[C@@H:12]([C:23]([O:25][CH3:26])=[O:24])[CH2:11]1)=[N+:2]=[N-:3]. The catalyst class is: 3. (9) Reactant: [C:1]([O:9][CH3:10])(=[O:8])[CH2:2][CH2:3][CH2:4][C:5]([O-:7])=O.CCN=C=NCCCN(C)C.C1C=CC2N(O)N=NC=2C=1.[CH:32]([NH:35][CH2:36][C@@H:37]1[C@H:41]2[O:42][C:43]([CH3:46])([CH3:45])[O:44][C@H:40]2[C@H:39]([N:47]2[CH:55]=[N:54][C:53]3[C:48]2=[N:49][CH:50]=[N:51][C:52]=3[NH2:56])[O:38]1)([CH3:34])[CH3:33]. Product: [NH2:56][C:52]1[N:51]=[CH:50][N:49]=[C:48]2[C:53]=1[N:54]=[CH:55][N:47]2[C@H:39]1[C@@H:40]2[O:44][C:43]([CH3:45])([CH3:46])[O:42][C@@H:41]2[C@@H:37]([CH2:36][N:35]([CH:32]([CH3:34])[CH3:33])[C:5](=[O:7])[CH2:4][CH2:3][CH2:2][C:1]([O:9][CH3:10])=[O:8])[O:38]1. The catalyst class is: 2. (10) Reactant: [Si:1]([CH:8]1[C:12](=[CH:13][O:14][Si](C(C)(C)C)(C)C)[C:11]2[CH:22]=[CH:23][C:24]([O:26][CH3:27])=[CH:25][C:10]=2[O:9]1)([C:4]([CH3:7])([CH3:6])[CH3:5])([CH3:3])[CH3:2].Cl. Product: [Si:1]([C:8]1[O:9][C:10]2[CH:25]=[C:24]([O:26][CH3:27])[CH:23]=[CH:22][C:11]=2[C:12]=1[CH:13]=[O:14])([C:4]([CH3:7])([CH3:6])[CH3:5])([CH3:2])[CH3:3]. The catalyst class is: 5.